Dataset: Reaction yield outcomes from USPTO patents with 853,638 reactions. Task: Predict the reaction yield, written as a fraction of the theoretical maximum amount of product (1.0 means a 100% yield; for example, 0.34 means a 34% yield). (1) The reactants are [Cl:1][CH2:2][CH2:3][CH2:4][O:5][C:6]1[CH:14]=[CH:13][C:9]([C:10]([OH:12])=O)=[CH:8][CH:7]=1.C(Cl)(=O)C(Cl)=O.[H-].[Na+].[NH2:23][C:24]1[CH:25]=[N:26][CH:27]=[CH:28][C:29]=1[Cl:30]. The catalyst is ClCCl.O1CCCC1.O.CN(C)C=O. The product is [Cl:1][CH2:2][CH2:3][CH2:4][O:5][C:6]1[CH:7]=[CH:8][C:9]([C:10]([NH:23][C:24]2[CH:25]=[N:26][CH:27]=[CH:28][C:29]=2[Cl:30])=[O:12])=[CH:13][CH:14]=1. The yield is 0.380. (2) The reactants are [C:1]1([C:7]2[CH:8]=[C:9]([C:16]3[O:20][N:19]=[C:18]([C:21]4[CH:38]=[CH:37][C:24]([CH2:25][N:26]5[CH2:29][CH:28]([C:30]([O:32]C(C)(C)C)=[O:31])[CH2:27]5)=[CH:23][CH:22]=4)[N:17]=3)[S:10][C:11]=2[C:12]([F:15])([F:14])[F:13])[CH:6]=[CH:5][CH:4]=[CH:3][CH:2]=1. The catalyst is FC(F)(F)C(O)=O.CO. The product is [C:1]1([C:7]2[CH:8]=[C:9]([C:16]3[O:20][N:19]=[C:18]([C:21]4[CH:38]=[CH:37][C:24]([CH2:25][N:26]5[CH2:27][CH:28]([C:30]([OH:32])=[O:31])[CH2:29]5)=[CH:23][CH:22]=4)[N:17]=3)[S:10][C:11]=2[C:12]([F:13])([F:15])[F:14])[CH:2]=[CH:3][CH:4]=[CH:5][CH:6]=1. The yield is 0.740. (3) The reactants are CON(C)[C:4]([C@:6]1([CH3:13])[CH2:10][O:9][C:8]([CH3:12])([CH3:11])[O:7]1)=[O:5].CC(C[AlH]CC(C)C)C. The catalyst is C1COCC1. The product is [CH3:11][C:8]1([CH3:12])[O:7][C@:6]([CH3:13])([CH:4]=[O:5])[CH2:10][O:9]1. The yield is 1.00.